This data is from Catalyst prediction with 721,799 reactions and 888 catalyst types from USPTO. The task is: Predict which catalyst facilitates the given reaction. (1) Reactant: C([C@H]1COC(=O)N1C(=O)[CH2:15][C@@H:16]([C:22]1[CH:48]=[CH:47][C:25]([O:26][CH2:27][C:28]2[CH:29]=[C:30]([C:34]3[CH2:39][CH2:38][N:37]([C:40]([O:42][C:43]([CH3:46])([CH3:45])[CH3:44])=[O:41])[CH2:36][CH:35]=3)[CH:31]=[CH:32][CH:33]=2)=[CH:24][CH:23]=1)[C:17]1[CH:21]=[CH:20][O:19][N:18]=1)C1C=CC=CC=1.[OH:50]O.[Li+].[OH-].Cl.C1[CH2:59][O:58]CC1. Product: [C:43]([O:42][C:40]([N:37]1[CH2:36][CH:35]=[C:34]([C:30]2[CH:29]=[C:28]([CH:33]=[CH:32][CH:31]=2)[CH2:27][O:26][C:25]2[CH:47]=[CH:48][C:22]([C@@H:16]([C:17]3[CH:21]=[CH:20][O:19][N:18]=3)[CH2:15][C:59]([OH:58])=[O:50])=[CH:23][CH:24]=2)[CH2:39][CH2:38]1)=[O:41])([CH3:44])([CH3:46])[CH3:45]. The catalyst class is: 6. (2) Reactant: C(OC([NH:8][CH2:9][CH2:10][NH:11][C@:12]12[CH2:47][CH2:46][C@@H:45]([C:48]([CH3:50])=[CH2:49])[C@@H:13]1[C@@H:14]1[C@@:27]([CH3:30])([CH2:28][CH2:29]2)[C@@:26]2([CH3:31])[C@@H:17]([C@:18]3([CH3:44])[C@@H:23]([CH2:24][CH2:25]2)[C:22]([CH3:33])([CH3:32])[C:21]([C:34]2[CH:43]=[CH:42][C:37]([C:38]([O:40][CH3:41])=[O:39])=[CH:36][CH:35]=2)=[CH:20][CH2:19]3)[CH2:16][CH2:15]1)=O)(C)(C)C.Cl. Product: [NH2:8][CH2:9][CH2:10][NH:11][C@:12]12[CH2:47][CH2:46][C@@H:45]([C:48]([CH3:50])=[CH2:49])[C@@H:13]1[C@@H:14]1[C@@:27]([CH3:30])([CH2:28][CH2:29]2)[C@@:26]2([CH3:31])[C@@H:17]([C@:18]3([CH3:44])[C@@H:23]([CH2:24][CH2:25]2)[C:22]([CH3:33])([CH3:32])[C:21]([C:34]2[CH:35]=[CH:36][C:37]([C:38]([O:40][CH3:41])=[O:39])=[CH:42][CH:43]=2)=[CH:20][CH2:19]3)[CH2:16][CH2:15]1. The catalyst class is: 12. (3) Reactant: [CH:1]([N:4]1[C:8]([CH3:9])=[CH:7][C:6]([CH2:10]O)=[N:5]1)([CH3:3])[CH3:2].S(Cl)([Cl:14])=O. Product: [ClH:14].[Cl:14][CH2:10][C:6]1[CH:7]=[C:8]([CH3:9])[N:4]([CH:1]([CH3:3])[CH3:2])[N:5]=1. The catalyst class is: 2. (4) Reactant: [CH3:1][C:2]1[S:6][C:5]([NH2:7])=[N:4][CH:3]=1.[C:8]1(=O)[O:13][C:11](=[O:12])[C:10]2=[CH:14][CH:15]=[CH:16][CH:17]=[C:9]12.C(Cl)Cl.CO. Product: [CH3:1][C:2]1[S:6][C:5]([N:7]2[C:11](=[O:12])[C:10]3[C:9](=[CH:17][CH:16]=[CH:15][CH:14]=3)[C:8]2=[O:13])=[N:4][CH:3]=1. The catalyst class is: 12. (5) Reactant: [F:1][C:2]([F:15])([F:14])[C:3]1[CH:12]=[C:11]2[C:6]([C:7]([SH:13])=[CH:8][CH:9]=[N:10]2)=[CH:5][CH:4]=1.[H-].[Na+].Br[CH2:19][CH2:20][CH2:21][CH2:22][CH2:23][CH2:24][CH2:25][O:26][C:27]1[C:28](=[O:41])[CH:29]=[C:30]([CH2:33][O:34][CH:35]2[CH2:40][CH2:39][CH2:38][CH2:37][O:36]2)[O:31][CH:32]=1. Product: [F:15][C:2]([F:1])([F:14])[C:3]1[CH:12]=[C:11]2[C:6]([C:7]([S:13][CH2:19][CH2:20][CH2:21][CH2:22][CH2:23][CH2:24][CH2:25][O:26][C:27]3[C:28](=[O:41])[CH:29]=[C:30]([CH2:33][O:34][CH:35]4[CH2:40][CH2:39][CH2:38][CH2:37][O:36]4)[O:31][CH:32]=3)=[CH:8][CH:9]=[N:10]2)=[CH:5][CH:4]=1. The catalyst class is: 18. (6) Reactant: [Cl:1][C:2]1[CH:3]=[C:4]2[C:8](=[CH:9][CH:10]=1)[NH:7][C:6]([C:11]([NH:13][C@@H:14]1[CH2:22][C:21]3[C:16](=[CH:17][CH:18]=[CH:19][CH:20]=3)[C@H:15]1[NH:23][CH2:24][CH2:25][O:26]C1CCCCO1)=[O:12])=[CH:5]2.C(N(C(C)C)C(C)C)C.C([O:45][CH2:46][C:47](Cl)=[O:48])(=O)C.O. Product: [Cl:1][C:2]1[CH:3]=[C:4]2[C:8](=[CH:9][CH:10]=1)[NH:7][C:6]([C:11]([NH:13][C@@H:14]1[CH2:22][C:21]3[C:16](=[CH:17][CH:18]=[CH:19][CH:20]=3)[C@H:15]1[N:23]([C:46](=[O:45])[CH2:47][OH:48])[CH2:24][CH2:25][OH:26])=[O:12])=[CH:5]2. The catalyst class is: 322.